From a dataset of Forward reaction prediction with 1.9M reactions from USPTO patents (1976-2016). Predict the product of the given reaction. (1) Given the reactants [C:1]([O:5][C:6](=[O:17])[NH:7][C:8]1[CH:13]=[C:12]([CH3:14])[C:11]([Cl:15])=[CH:10][C:9]=1[NH2:16])([CH3:4])([CH3:3])[CH3:2].C([O:22][C:23](=O)[CH2:24][C:25](=[O:46])[C:26]1[CH:31]=[CH:30][CH:29]=[C:28]([C:32]2[CH:37]=[CH:36][N:35]=[C:34]([CH2:38][O:39][CH:40]3[CH2:45][CH2:44][CH2:43][CH2:42][O:41]3)[CH:33]=2)[CH:27]=1)(C)(C)C, predict the reaction product. The product is: [C:1]([O:5][C:6](=[O:17])[NH:7][C:8]1[CH:13]=[C:12]([CH3:14])[C:11]([Cl:15])=[CH:10][C:9]=1[NH:16][C:23](=[O:22])[CH2:24][C:25](=[O:46])[C:26]1[CH:31]=[CH:30][CH:29]=[C:28]([C:32]2[CH:37]=[CH:36][N:35]=[C:34]([CH2:38][O:39][CH:40]3[CH2:45][CH2:44][CH2:43][CH2:42][O:41]3)[CH:33]=2)[CH:27]=1)([CH3:4])([CH3:2])[CH3:3]. (2) The product is: [C:1]1([O:7][C:8](=[O:34])[N:9]([C:19]2[CH:24]=[C:23]([O:25][C:26]3[CH:31]=[CH:30][C:29]([NH:32][C:47]([C:44]4([C:42](=[O:43])[NH:41][C:35]5[CH:40]=[CH:39][CH:38]=[CH:37][CH:36]=5)[CH2:45][CH2:46]4)=[O:48])=[C:28]([F:33])[CH:27]=3)[CH:22]=[CH:21][N:20]=2)[C:10]([O:12][C:13]2[CH:14]=[CH:15][CH:16]=[CH:17][CH:18]=2)=[O:11])[CH:2]=[CH:3][CH:4]=[CH:5][CH:6]=1. Given the reactants [C:1]1([O:7][C:8](=[O:34])[N:9]([C:19]2[CH:24]=[C:23]([O:25][C:26]3[CH:31]=[CH:30][C:29]([NH2:32])=[C:28]([F:33])[CH:27]=3)[CH:22]=[CH:21][N:20]=2)[C:10]([O:12][C:13]2[CH:18]=[CH:17][CH:16]=[CH:15][CH:14]=2)=[O:11])[CH:6]=[CH:5][CH:4]=[CH:3][CH:2]=1.[C:35]1([NH:41][C:42]([C:44]2([C:47](O)=[O:48])[CH2:46][CH2:45]2)=[O:43])[CH:40]=[CH:39][CH:38]=[CH:37][CH:36]=1.C(N(CC)CC)C.F[P-](F)(F)(F)(F)F.N1(O[P+](N(C)C)(N(C)C)N(C)C)C2C=CC=CC=2N=N1, predict the reaction product. (3) Given the reactants [CH2:1]([O:3][C:4]([C:6]1[C:15](=[O:16])[C:14]2[C:9](=[CH:10][CH:11]=[C:12]([C:17]3[CH:18]=[N:19][C:20]([NH:32][C:33]([NH:35][CH2:36][CH3:37])=[O:34])=[CH:21][C:22]=3[C:23]3[S:24][CH:25]=[C:26]([C:28]([F:31])([F:30])[F:29])[N:27]=3)[CH:13]=2)[N:8]([CH2:38][C@@H:39]2[CH2:44][O:43][CH2:42][CH2:41][N:40]2[C:45]([O:47]C(C)(C)C)=[O:46])[CH:7]=1)=[O:5])[CH3:2].[CH2:52]1[CH2:56]OC[CH2:53]1.[Li+].[OH-].[CH3:59]O, predict the reaction product. The product is: [C:52]([C@@:39]1([CH2:38][N:8]2[C:9]3[C:14](=[CH:13][C:12]([C:17]4[CH:18]=[N:19][C:20]([NH:32][C:33]([NH:35][CH2:36][CH3:37])=[O:34])=[CH:21][C:22]=4[C:23]4[S:24][CH:25]=[C:26]([C:28]([F:30])([F:29])[F:31])[N:27]=4)=[CH:11][CH:10]=3)[C:15](=[O:16])[C:6]([C:4]([O:3][CH2:1][CH3:2])=[O:5])=[CH:7]2)[CH2:44][O:43][CH2:42][CH2:41][N:40]1[C:45]([OH:47])=[O:46])([CH3:53])([CH3:56])[CH3:59]. (4) Given the reactants [OH:1][C:2]1[CH:19]=[C:18]2[C:5]([C@@:6]3([CH3:25])[C@H:15]([CH2:16][S:17]2(=[O:21])=[O:20])[C@:14]2([CH3:22])[C@H:9]([C:10]([CH3:24])([CH3:23])[CH2:11][CH2:12][CH2:13]2)[CH2:8][CH2:7]3)=[C:4]([C:26]([NH:28][CH2:29][C:30]([O:32]C)=[O:31])=[O:27])[CH:3]=1.O[Li].O, predict the reaction product. The product is: [OH:1][C:2]1[CH:19]=[C:18]2[C:5]([C@@:6]3([CH3:25])[C@H:15]([CH2:16][S:17]2(=[O:21])=[O:20])[C@:14]2([CH3:22])[C@H:9]([C:10]([CH3:23])([CH3:24])[CH2:11][CH2:12][CH2:13]2)[CH2:8][CH2:7]3)=[C:4]([C:26]([NH:28][CH2:29][C:30]([OH:32])=[O:31])=[O:27])[CH:3]=1.